Dataset: Reaction yield outcomes from USPTO patents with 853,638 reactions. Task: Predict the reaction yield, written as a fraction of the theoretical maximum amount of product (1.0 means a 100% yield; for example, 0.34 means a 34% yield). (1) The reactants are Cl[C:2]1[N:7]=[CH:6][C:5]([C:8]2[C:20]([CH3:21])=[CH:19][C:11]([C:12]([NH:14][S:15]([CH3:18])(=[O:17])=[O:16])=[O:13])=[C:10]([F:22])[CH:9]=2)=[CH:4][C:3]=1[C:23]([F:26])([F:25])[F:24].[Cl:27][C:28]1[CH:29]=[C:30]([OH:35])[CH:31]=[C:32]([Cl:34])[CH:33]=1.C([O-])([O-])=O.[Cs+].[Cs+]. The catalyst is CS(C)=O. The product is [Cl:27][C:28]1[CH:29]=[C:30]([CH:31]=[C:32]([Cl:34])[CH:33]=1)[O:35][C:2]1[N:7]=[CH:6][C:5]([C:8]2[C:20]([CH3:21])=[CH:19][C:11]([C:12]([NH:14][S:15]([CH3:18])(=[O:17])=[O:16])=[O:13])=[C:10]([F:22])[CH:9]=2)=[CH:4][C:3]=1[C:23]([F:24])([F:26])[F:25]. The yield is 0.330. (2) The reactants are [F:1][C:2]1[CH:7]=[C:6]([I:8])[CH:5]=[CH:4][C:3]=1[NH:9][C:10](=O)[CH3:11].[N-:13]=[N+:14]=[N-:15].[Na+].FC(F)(F)S(OS(C(F)(F)F)(=O)=O)(=O)=O. The product is [F:1][C:2]1[CH:7]=[C:6]([I:8])[CH:5]=[CH:4][C:3]=1[N:9]1[C:10]([CH3:11])=[N:15][N:14]=[N:13]1. The yield is 0.620. The catalyst is C(#N)C. (3) The reactants are [CH:1]1([C:4]2[CH:30]=[CH:29][C:7]([O:8][C:9]3[C:10](=[O:28])[N:11]([C:14]4[CH:19]=[CH:18][C:17]([O:20][CH2:21][C:22](O)([CH3:24])[CH3:23])=[C:16]([O:26][CH3:27])[CH:15]=4)[CH2:12][CH:13]=3)=[CH:6][CH:5]=2)[CH2:3][CH2:2]1.CCN(CC)CC.O=S(Cl)Cl. The catalyst is C(Cl)Cl. The product is [CH:1]1([C:4]2[CH:30]=[CH:29][C:7]([O:8][C:9]3[C:10](=[O:28])[N:11]([C:14]4[CH:19]=[CH:18][C:17]([O:20][CH2:21][C:22]([CH3:24])=[CH2:23])=[C:16]([O:26][CH3:27])[CH:15]=4)[CH2:12][CH:13]=3)=[CH:6][CH:5]=2)[CH2:2][CH2:3]1. The yield is 0.770. (4) The reactants are C[O:2][C:3]([C:5]1([CH2:20][CH2:21][CH3:22])[CH2:11][CH2:10][CH:9]2[N:12]([C:13]([O:15][C:16]([CH3:19])([CH3:18])[CH3:17])=[O:14])[CH:6]1[CH2:7][CH2:8]2)=O.[H-].[Al+3].[Li+].[H-].[H-].[H-].C(C(C(C([O-])=O)O)O)([O-])=O.[Na+].[K+]. The catalyst is O1CCCC1. The product is [C:16]([O:15][C:13]([N:12]1[CH:9]2[CH2:8][CH2:7][CH:6]1[C:5]([CH2:3][OH:2])([CH2:20][CH2:21][CH3:22])[CH2:11][CH2:10]2)=[O:14])([CH3:18])([CH3:19])[CH3:17]. The yield is 0.190.